This data is from Forward reaction prediction with 1.9M reactions from USPTO patents (1976-2016). The task is: Predict the product of the given reaction. (1) The product is: [Cl:1][C:2]1[CH:10]=[C:25]([C:23]([O:22][CH3:21])=[O:24])[C:5](=[O:11])[N:4]([CH3:12])[CH:3]=1. Given the reactants [Cl:1][C:2]1[CH:3]=[N:4][C:5]([OH:11])=C([CH:10]=1)C(O)=O.[C:12](=O)([O-])[O-].[Cs+].[Cs+].CI.C[CH2:21][O:22][C:23]([CH3:25])=[O:24].O, predict the reaction product. (2) Given the reactants Br[C:2]1[CH:3]=[C:4]2[NH:10][C:9]([CH2:11][N:12]3[CH:17]=[CH:16][C:15]4[C:18]([C:21](=[O:31])[C:22]5[C:27]([F:28])=[CH:26][C:25]([F:29])=[CH:24][C:23]=5[F:30])=[CH:19][NH:20][C:14]=4[C:13]3=[O:32])=[N:8][C:5]2=[N:6][CH:7]=1.C(=O)([O-])[O-].[Cs+].[Cs+], predict the reaction product. The product is: [NH:20]1[CH:14]=[CH:15][CH:18]=[C:19]1[C:2]1[CH:3]=[C:4]2[NH:10][C:9]([CH2:11][N:12]3[CH:17]=[CH:16][C:15]4[C:18]([C:21](=[O:31])[C:22]5[C:23]([F:30])=[CH:24][C:25]([F:29])=[CH:26][C:27]=5[F:28])=[CH:19][NH:20][C:14]=4[C:13]3=[O:32])=[N:8][C:5]2=[N:6][CH:7]=1.